This data is from Full USPTO retrosynthesis dataset with 1.9M reactions from patents (1976-2016). The task is: Predict the reactants needed to synthesize the given product. Given the product [CH3:22][S:23]([O:1][CH2:2][CH:3]1[CH2:7][CH2:6][CH2:5][N:4]1[C:8]([O:10][C:11]([CH3:14])([CH3:13])[CH3:12])=[O:9])(=[O:25])=[O:24], predict the reactants needed to synthesize it. The reactants are: [OH:1][CH2:2][CH:3]1[CH2:7][CH2:6][CH2:5][N:4]1[C:8]([O:10][C:11]([CH3:14])([CH3:13])[CH3:12])=[O:9].CCN(CC)CC.[CH3:22][S:23](Cl)(=[O:25])=[O:24].